The task is: Predict the reaction yield, written as a fraction of the theoretical maximum amount of product (1.0 means a 100% yield; for example, 0.34 means a 34% yield).. This data is from Reaction yield outcomes from USPTO patents with 853,638 reactions. (1) The product is [I:22][C:23]1[CH:16]=[CH:17][C:12]([NH:11][C:10]2[C:5]([C:4]([OH:3])=[O:21])=[CH:6][N:7]([CH3:27])[C:8](=[O:25])[CH:9]=2)=[C:13]([CH3:19])[CH:14]=1. The reactants are C([O:3][C:4](=[O:21])[C:5]1[C:10]([NH:11][C:12]2[CH:17]=[CH:16]C(I)=[CH:14][C:13]=2[CH3:19])=[CH:9][C:8](Cl)=[N:7][CH:6]=1)C.[I:22][CH3:23].[Li+].[OH-:25].Cl[CH2:27]CCl. No catalyst specified. The yield is 0.140. (2) The yield is 0.300. The product is [CH:49]1([NH:54][C:30](=[O:32])[C:29]2[CH:33]=[CH:34][C:35]([CH3:36])=[C:27]([C:10]3[C:11]4[CH:17]=[CH:16][C:15](=[O:18])[N:14]([C:19]5[C:24]([F:25])=[CH:23][CH:22]=[CH:21][C:20]=5[F:26])[C:12]=4[N:13]=[C:8]([NH:7][CH2:6][CH2:5][CH2:4][N:3]([CH2:37][CH3:38])[CH2:1][CH3:2])[N:9]=3)[CH:28]=2)[CH2:51][CH2:50]1. The catalyst is CN(C=O)C. The reactants are [CH2:1]([N:3]([CH2:37][CH3:38])[CH2:4][CH2:5][CH2:6][NH:7][C:8]1[N:9]=[C:10]([C:27]2[CH:28]=[C:29]([CH:33]=[CH:34][C:35]=2[CH3:36])[C:30]([OH:32])=O)[C:11]2[CH:17]=[CH:16][C:15](=[O:18])[N:14]([C:19]3[C:24]([F:25])=[CH:23][CH:22]=[CH:21][C:20]=3[F:26])[C:12]=2[N:13]=1)[CH3:2].CN(C(O[N:54]1N=[N:54][C:49]2[CH:50]=[CH:51][CH:51]=[CH:50][C:49]1=2)=[N+](C)C)C.F[P-](F)(F)(F)(F)F.C(N(CC)CC)C.C1(N)CC1. (3) The reactants are [OH:1][CH2:2][C:3]1[C:7]([C:8]([O:10][CH2:11][CH3:12])=[O:9])=[CH:6][N:5]([CH2:13][O:14][CH3:15])[N:4]=1.CCN(CC)CC.[C:23]1([S:29](Cl)(=[O:31])=[O:30])[CH:28]=[CH:27][CH:26]=[CH:25][CH:24]=1. The catalyst is C1COCC1. The product is [CH3:15][O:14][CH2:13][N:5]1[CH:6]=[C:7]([C:8]([O:10][CH2:11][CH3:12])=[O:9])[C:3]([CH2:2][O:1][S:29]([C:23]2[CH:28]=[CH:27][CH:26]=[CH:25][CH:24]=2)(=[O:31])=[O:30])=[N:4]1. The yield is 0.870.